Dataset: Catalyst prediction with 721,799 reactions and 888 catalyst types from USPTO. Task: Predict which catalyst facilitates the given reaction. Reactant: [CH3:1][CH:2]([CH3:13])[CH2:3][CH2:4][C:5]([N:7]1[CH2:12][CH2:11][CH2:10][CH2:9][CH2:8]1)=O.C1(C)C=CC=CC=1.C[SiH](C)O[SiH](C)C. Product: [CH3:1][CH:2]([CH3:13])[CH2:3][CH:4]=[CH:5][N:7]1[CH2:12][CH2:11][CH2:10][CH2:9][CH2:8]1. The catalyst class is: 6.